This data is from Forward reaction prediction with 1.9M reactions from USPTO patents (1976-2016). The task is: Predict the product of the given reaction. (1) Given the reactants [Sn](Cl)(Cl)(Cl)Cl.O.O.O.O.O.C(O)[C@H:12]1[O:17][C@H:16]([O:18][C@]2(CO)O[C@H](CO)[C@@H](O)[C@@H]2O)[C@H:15]([OH:30])[C@@H:14](O)[C@@H]1O.[OH-].[Na+].Cl.C([O-])(=O)C(C)O.[Na+].C(O)(=O)C(C)O, predict the reaction product. The product is: [C:16]([OH:18])(=[O:17])[CH:15]([CH3:14])[OH:30].[C:16]([O:17][CH3:12])(=[O:18])[CH:15]([CH3:14])[OH:30]. (2) Given the reactants [CH2:1]([C@H:8]([NH:30][C:31](=[O:39])OC1COCOC1)[C@@H:9]([OH:29])[CH:10]([NH:17][S:18]([C:21]1[CH:26]=[CH:25][C:24]([O:27][CH3:28])=[CH:23][CH:22]=1)(=[O:20])=[O:19])[O:11][CH:12]1[CH2:16][CH2:15][CH2:14][CH2:13]1)[C:2]1[CH:7]=[CH:6][CH:5]=[CH:4][CH:3]=1.Cl.CN(C)CCCN=C=NCC.ON1C2C=CC=CC=2N=N1.Cl.[NH2:63][C:64](=[O:83])[CH2:65][C@H:66]([NH:70][C:71]([C:73]1[CH:82]=[CH:81][C:80]2[C:75](=[CH:76][CH:77]=[CH:78][CH:79]=2)[N:74]=1)=[O:72])C(O)=O.C(N(CC)C(C)C)(C)C, predict the reaction product. The product is: [CH2:1]([C@H:8]([NH:30][C:31](=[O:39])[C@@H:66]([NH:70][C:71]([C:73]1[CH:82]=[CH:81][C:80]2[C:75](=[CH:76][CH:77]=[CH:78][CH:79]=2)[N:74]=1)=[O:72])[CH2:65][C:64]([NH2:63])=[O:83])[C@@H:9]([OH:29])[CH:10]([NH:17][S:18]([C:21]1[CH:22]=[CH:23][C:24]([O:27][CH3:28])=[CH:25][CH:26]=1)(=[O:20])=[O:19])[O:11][CH:12]1[CH2:13][CH2:14][CH2:15][CH2:16]1)[C:2]1[CH:3]=[CH:4][CH:5]=[CH:6][CH:7]=1. (3) Given the reactants [O:1]1[C:5]2([CH2:10][CH2:9][CH:8]([CH2:11][OH:12])[CH2:7][CH2:6]2)[O:4][CH2:3][CH2:2]1.[CH2:13]([O:20][C:21]1[CH:22]=[C:23](O)[CH:24]=[CH:25][CH:26]=1)[C:14]1[CH:19]=[CH:18][CH:17]=[CH:16][CH:15]=1.C1(P(C2C=CC=CC=2)C2C=CC=CC=2)C=CC=CC=1, predict the reaction product. The product is: [CH2:13]([O:20][C:21]1[CH:26]=[C:25]([CH:24]=[CH:23][CH:22]=1)[O:12][CH2:11][CH:8]1[CH2:9][CH2:10][C:5]2([O:4][CH2:3][CH2:2][O:1]2)[CH2:6][CH2:7]1)[C:14]1[CH:19]=[CH:18][CH:17]=[CH:16][CH:15]=1. (4) Given the reactants [C:1]1([CH3:20])[CH:6]=[CH:5][C:4]([N:7]2[C:11]([NH2:12])=[CH:10][C:9]([C:13]3([C:16]([F:19])([F:18])[F:17])[CH2:15][CH2:14]3)=[N:8]2)=[CH:3][CH:2]=1.C([O-])([O-])=O.[K+].[K+].Cl[C:28]([O:30][C:31]1[CH:36]=[CH:35][CH:34]=[CH:33][CH:32]=1)=[O:29], predict the reaction product. The product is: [C:1]1([CH3:20])[CH:2]=[CH:3][C:4]([N:7]2[C:11]([NH:12][C:28](=[O:29])[O:30][C:31]3[CH:36]=[CH:35][CH:34]=[CH:33][CH:32]=3)=[CH:10][C:9]([C:13]3([C:16]([F:18])([F:19])[F:17])[CH2:15][CH2:14]3)=[N:8]2)=[CH:5][CH:6]=1.